Predict the product of the given reaction. From a dataset of Forward reaction prediction with 1.9M reactions from USPTO patents (1976-2016). (1) The product is: [ClH:25].[ClH:26].[Cl:25][C:8]1[CH:7]=[C:6]([C:1](=[O:5])[CH2:2][CH2:3][CH3:4])[CH:11]=[N:10][C:9]=1[N:12]1[CH2:17][CH2:16][NH:15][CH2:14][CH2:13]1. Given the reactants [C:1]([C:6]1[CH:7]=[C:8]([Cl:25])[C:9]([N:12]2[CH2:17][CH2:16][N:15](C(OC(C)(C)C)=O)[CH2:14][CH2:13]2)=[N:10][CH:11]=1)(=[O:5])[CH2:2][CH2:3][CH3:4].[ClH:26], predict the reaction product. (2) The product is: [F:8][C:9]([F:14])([F:13])[C:10]([O-:12])=[O:11].[NH2:15][C:16]1[C:17]([C:24]([NH:26][CH2:27][C@@H:28]([N+:32]([CH2:35][CH2:36][CH2:37][C:38]2[CH:43]=[CH:42][C:41]([O:44][CH2:45][C@@H:46]([OH:47])[CH2:48][OH:49])=[CH:40][CH:39]=2)([CH3:34])[CH3:33])[CH2:29][CH2:30][CH3:31])=[O:25])=[N:18][C:19]([Cl:23])=[C:20]([NH2:22])[N:21]=1. Given the reactants C(N(CC)CC)C.[F:8][C:9]([F:14])([F:13])[C:10]([O-:12])=[O:11].[NH2:15][C:16]1[C:17]([C:24]([NH:26][CH2:27][C@@H:28]([N+:32]([CH2:35][CH2:36][CH2:37][C:38]2[CH:43]=[CH:42][C:41]([OH:44])=[CH:40][CH:39]=2)([CH3:34])[CH3:33])[CH2:29][CH2:30][CH3:31])=[O:25])=[N:18][C:19]([Cl:23])=[C:20]([NH2:22])[N:21]=1.[CH2:45]1[O:47][C@H:46]1[CH2:48][OH:49], predict the reaction product. (3) The product is: [Cl:1][C:2]1[CH:3]=[C:4]([C:9]2[CH:10]=[C:11]([C:29]([NH2:33])=[O:31])[C:12]3[NH:13][C:14]4[CH:15]=[C:16]([N:22]5[CH2:23][CH2:24][N:25]([CH3:28])[CH2:26][CH2:27]5)[CH:17]=[CH:18][C:19]=4[C:20]=3[N:21]=2)[CH:5]=[CH:6][C:7]=1[OH:8]. Given the reactants [Cl:1][C:2]1[CH:3]=[C:4]([C:9]2[CH:10]=[C:11]([C:29]([O:31]C)=O)[C:12]3[NH:13][C:14]4[CH:15]=[C:16]([N:22]5[CH2:27][CH2:26][N:25]([CH3:28])[CH2:24][CH2:23]5)[CH:17]=[CH:18][C:19]=4[C:20]=3[N:21]=2)[CH:5]=[CH:6][C:7]=1[OH:8].[NH3:33], predict the reaction product. (4) Given the reactants Cl[CH:2]([O:4][C:5](=[O:31])[N:6]([C:15]1[CH:20]=[CH:19][C:18]([C:21](=[O:29])[C:22]2[CH:27]=[CH:26][CH:25]=[CH:24][C:23]=2[CH3:28])=[C:17]([Cl:30])[CH:16]=1)[C:7]1[CH:12]=[CH:11][C:10]([F:13])=[CH:9][C:8]=1[CH3:14])[CH3:3].[C:32]([O-:36])(=[O:35])[CH2:33][CH3:34].C([N+](CCCC)(CCCC)CCCC)CCC, predict the reaction product. The product is: [Cl:30][C:17]1[CH:16]=[C:15]([N:6]([C:7]2[CH:12]=[CH:11][C:10]([F:13])=[CH:9][C:8]=2[CH3:14])[C:5]([O:4][CH:2]([O:36][C:32](=[O:35])[CH2:33][CH3:34])[CH3:3])=[O:31])[CH:20]=[CH:19][C:18]=1[C:21](=[O:29])[C:22]1[CH:27]=[CH:26][CH:25]=[CH:24][C:23]=1[CH3:28]. (5) The product is: [Br:27][C:10]1[CH:11]=[C:2]([OH:1])[CH:3]=[C:4]2[C:9]=1[CH:8]=[C:7]([C:12]1[O:13][C:14]3[CH:26]=[CH:25][CH:24]=[CH:23][C:15]=3[C:16]=1[C:17](=[O:22])[CH2:18][CH:19]([CH3:21])[CH3:20])[CH:6]=[CH:5]2. Given the reactants [OH:1][C:2]1[CH:3]=[C:4]2[C:9](=[CH:10][CH:11]=1)[CH:8]=[C:7]([C:12]1[O:13][C:14]3[CH:26]=[CH:25][CH:24]=[CH:23][C:15]=3[C:16]=1[C:17](=[O:22])[CH2:18][CH:19]([CH3:21])[CH3:20])[CH:6]=[CH:5]2.[Br:27]Br.C([O-])(=O)C.[K+], predict the reaction product. (6) Given the reactants [CH:1]([N:3]1[CH:7]=[C:6]([C:8]([O:10]CC)=[O:9])[CH:5]=[N:4]1)=[CH2:2].[OH-].[Na+].Cl, predict the reaction product. The product is: [CH:1]([N:3]1[CH:7]=[C:6]([C:8]([OH:10])=[O:9])[CH:5]=[N:4]1)=[CH2:2]. (7) Given the reactants [F:1][CH:2]([F:14])[O:3][C:4]1[CH:9]=[CH:8][C:7]([OH:10])=[C:6]([N+:11]([O-])=O)[CH:5]=1.O1CCOCC1.[H][H], predict the reaction product. The product is: [F:1][CH:2]([F:14])[O:3][C:4]1[CH:9]=[CH:8][C:7]([OH:10])=[C:6]([NH2:11])[CH:5]=1.